This data is from Reaction yield outcomes from USPTO patents with 853,638 reactions. The task is: Predict the reaction yield, written as a fraction of the theoretical maximum amount of product (1.0 means a 100% yield; for example, 0.34 means a 34% yield). The reactants are CN(OC)[C:3]([C:5]1[N:6]=[CH:7][N:8]2[C:13]3[CH:14]=[CH:15][CH:16]=[C:17]([CH2:18][CH2:19][N:20]4[CH2:25][CH2:24][N:23]([C:26]5[CH:35]=[CH:34][CH:33]=[C:32]6[C:27]=5[CH:28]=[CH:29][C:30]([CH3:36])=[N:31]6)[CH2:22][CH2:21]4)[C:12]=3[O:11][CH2:10][C:9]=12)=[O:4].[CH:39]1([Mg]Br)[CH2:41][CH2:40]1.[ClH:44].C([O-])(O)=O.[Na+]. The catalyst is C1COCC1. The product is [ClH:44].[ClH:44].[CH:39]1([C:3]([C:5]2[N:6]=[CH:7][N:8]3[C:13]4[CH:14]=[CH:15][CH:16]=[C:17]([CH2:18][CH2:19][N:20]5[CH2:21][CH2:22][N:23]([C:26]6[CH:35]=[CH:34][CH:33]=[C:32]7[C:27]=6[CH:28]=[CH:29][C:30]([CH3:36])=[N:31]7)[CH2:24][CH2:25]5)[C:12]=4[O:11][CH2:10][C:9]=23)=[O:4])[CH2:41][CH2:40]1. The yield is 0.600.